Dataset: Full USPTO retrosynthesis dataset with 1.9M reactions from patents (1976-2016). Task: Predict the reactants needed to synthesize the given product. (1) Given the product [CH3:9][O:10][C:11]1[C:21]2[CH:20]([C:22]3[CH:27]=[CH:26][CH:25]=[CH:24][CH:23]=3)[CH2:19][CH2:18][N:17]([CH3:28])[CH2:16][C:15]=2[CH:14]=[CH:13][CH:12]=1.[CH3:41][O:6][C:4]1[CH:24]=[CH:23][C:22]2[CH:20]([C:21]3[CH:15]=[CH:14][CH:13]=[CH:12][CH:11]=3)[CH2:19][CH2:18][N:17]([CH3:16])[CH2:1][C:2]=2[CH:3]=1, predict the reactants needed to synthesize it. The reactants are: [C:1](O)(=O)/[CH:2]=[CH:3]/[C:4]([OH:6])=O.[CH3:9][O:10][C:11]1[C:21]2[CH:20]([C:22]3[CH:27]=[CH:26][CH:25]=[CH:24][CH:23]=3)[CH2:19][CH2:18][N:17]([CH3:28])[CH2:16][C:15]=2[CH:14]=[CH:13][CH:12]=1.P(OP(O)(O)=O)(O)(O)=O.[OH-].[NH4+].Cl[CH2:41]CCl. (2) Given the product [Br:12][CH2:9][C:3]1[C:2]([F:1])=[C:7]([CH3:8])[CH:6]=[CH:5][N:4]=1, predict the reactants needed to synthesize it. The reactants are: [F:1][C:2]1[C:3]([CH2:9]O)=[N:4][CH:5]=[CH:6][C:7]=1[CH3:8].P(Br)(Br)[Br:12]. (3) The reactants are: [C:1]([CH:3]([C:8]1[CH:20]=[CH:19][C:11]([C:12]([O:14][C:15]([CH3:18])([CH3:17])[CH3:16])=[O:13])=[CH:10][CH:9]=1)[C:4]([O:6][CH3:7])=[O:5])#[N:2].[ClH:21]. Given the product [ClH:21].[NH2:2][CH2:1][CH:3]([C:8]1[CH:9]=[CH:10][C:11]([C:12]([O:14][C:15]([CH3:16])([CH3:17])[CH3:18])=[O:13])=[CH:19][CH:20]=1)[C:4]([O:6][CH3:7])=[O:5], predict the reactants needed to synthesize it. (4) Given the product [Cl:1][C:2]1[CH:11]=[CH:10][C:5]([C:6](=[O:9])[CH2:7][N:16]2[CH:17]=[N:18][C:14]([C:13]([F:20])([F:19])[F:12])=[N:15]2)=[CH:4][CH:3]=1, predict the reactants needed to synthesize it. The reactants are: [Cl:1][C:2]1[CH:11]=[CH:10][C:5]([C:6](=[O:9])[CH2:7]Br)=[CH:4][CH:3]=1.[F:12][C:13]([F:20])([F:19])[C:14]1[N:18]=[CH:17][NH:16][N:15]=1.C(=O)([O-])[O-].[K+].[K+]. (5) Given the product [CH3:9][O:10][C:11](=[O:14])[CH2:12][NH:13][C:25]([C:16]1[CH:17]=[CH:18][C:19]2[C:24](=[CH:23][CH:22]=[CH:21][CH:20]=2)[CH:15]=1)=[O:26], predict the reactants needed to synthesize it. The reactants are: C(N(CC)CC)C.Cl.[CH3:9][O:10][C:11](=[O:14])[CH2:12][NH2:13].[CH:15]1[C:24]2[C:19](=[CH:20][CH:21]=[CH:22][CH:23]=2)[CH:18]=[CH:17][C:16]=1[C:25](Cl)=[O:26].O.